This data is from Peptide-MHC class II binding affinity with 134,281 pairs from IEDB. The task is: Regression. Given a peptide amino acid sequence and an MHC pseudo amino acid sequence, predict their binding affinity value. This is MHC class II binding data. (1) The peptide sequence is CISMIGLCACVVDVW. The MHC is DRB1_0901 with pseudo-sequence DRB1_0901. The binding affinity (normalized) is 0.125. (2) The peptide sequence is IPQEWKPAITVKVLPA. The MHC is DRB1_0701 with pseudo-sequence DRB1_0701. The binding affinity (normalized) is 0.635. (3) The peptide sequence is DRYSVDADLQLGELI. The MHC is HLA-DQA10303-DQB10402 with pseudo-sequence HLA-DQA10303-DQB10402. The binding affinity (normalized) is 0. (4) The peptide sequence is QLSRKTFDTEYQKTK. The MHC is DRB1_1101 with pseudo-sequence DRB1_1101. The binding affinity (normalized) is 0.123. (5) The MHC is DRB1_0404 with pseudo-sequence DRB1_0404. The peptide sequence is LANIAVDKAN. The binding affinity (normalized) is 0. (6) The peptide sequence is INKWQVVAPQLPADL. The MHC is DRB1_0401 with pseudo-sequence DRB1_0401. The binding affinity (normalized) is 0.389. (7) The peptide sequence is KTQIDQVESTAGSLQ. The MHC is DRB1_0404 with pseudo-sequence DRB1_0404. The binding affinity (normalized) is 0.159. (8) The peptide sequence is GSDPKKLVLNIKYTR. The MHC is DRB1_1501 with pseudo-sequence DRB1_1501. The binding affinity (normalized) is 0.322. (9) The peptide sequence is SNKFHIRLIKGELSN. The MHC is DRB3_0101 with pseudo-sequence DRB3_0101. The binding affinity (normalized) is 0.204.